From a dataset of Catalyst prediction with 721,799 reactions and 888 catalyst types from USPTO. Predict which catalyst facilitates the given reaction. (1) Reactant: [CH3:1][O:2][C:3]1[CH:8]=[CH:7][C:6]([NH:9][C:10](=[O:25])[CH:11]=[CH:12][C:13]2[CH:18]=[C:17]([O:19][CH3:20])[C:16]([O:21][CH3:22])=[C:15]([O:23][CH3:24])[CH:14]=2)=[CH:5][C:4]=1[N+:26]([O-])=O.S(S([O-])=O)([O-])=O.[Na+].[Na+].O.C(OCC)(=O)C. Product: [CH3:1][O:2][C:3]1[CH:8]=[CH:7][C:6]([NH:9][C:10](=[O:25])/[CH:11]=[CH:12]/[C:13]2[CH:18]=[C:17]([O:19][CH3:20])[C:16]([O:21][CH3:22])=[C:15]([O:23][CH3:24])[CH:14]=2)=[CH:5][C:4]=1[NH2:26]. The catalyst class is: 95. (2) Reactant: Br[C:2]1[CH:7]=[CH:6][C:5]([Cl:8])=[CH:4][C:3]=1[F:9].[CH3:10][O:11][C:12](=[O:30])[C:13]1[CH:18]=[CH:17][C:16]([CH3:19])=[C:15]([C:20](=[O:29])[C:21]2[CH:26]=[CH:25][C:24]([NH2:27])=[CH:23][C:22]=2[Cl:28])[CH:14]=1.C1(P(C2CCCCC2)C2C=CC=CC=2C2C(C(C)C)=CC(C(C)C)=CC=2C(C)C)CCCCC1.C([O-])([O-])=O.[Cs+].[Cs+]. Product: [CH3:10][O:11][C:12](=[O:30])[C:13]1[CH:18]=[CH:17][C:16]([CH3:19])=[C:15]([C:20](=[O:29])[C:21]2[CH:26]=[CH:25][C:24]([NH:27][C:2]3[CH:7]=[CH:6][C:5]([Cl:8])=[CH:4][C:3]=3[F:9])=[CH:23][C:22]=2[Cl:28])[CH:14]=1. The catalyst class is: 231.